This data is from Peptide-MHC class I binding affinity with 185,985 pairs from IEDB/IMGT. The task is: Regression. Given a peptide amino acid sequence and an MHC pseudo amino acid sequence, predict their binding affinity value. This is MHC class I binding data. (1) The peptide sequence is WEQWWTDYW. The MHC is Mamu-B17 with pseudo-sequence Mamu-B17. The binding affinity (normalized) is 0.291. (2) The peptide sequence is RSTHNDEIM. The MHC is H-2-Db with pseudo-sequence H-2-Db. The binding affinity (normalized) is 0.469. (3) The peptide sequence is RRDNRRGL. The MHC is Mamu-B03 with pseudo-sequence Mamu-B03. The binding affinity (normalized) is 0.580. (4) The peptide sequence is LMFKHLLHP. The MHC is HLA-A32:01 with pseudo-sequence HLA-A32:01. The binding affinity (normalized) is 0.137.